This data is from Reaction yield outcomes from USPTO patents with 853,638 reactions. The task is: Predict the reaction yield, written as a fraction of the theoretical maximum amount of product (1.0 means a 100% yield; for example, 0.34 means a 34% yield). (1) The reactants are [OH:1][N:2]1[C:6](=[O:7])[CH2:5][CH2:4][C:3]1=[O:8].[CH:9]1([N:15]=[C:16]=[N:17][CH:18]2[CH2:23][CH2:22][CH2:21][CH2:20][CH2:19]2)[CH2:14][CH2:13][CH2:12][CH2:11][CH2:10]1. The catalyst is C(Cl)Cl. The product is [CH2:21]1[CH2:20][CH2:19][CH:18]([N:17]=[C:16]=[N:15][CH:9]2[CH2:14][CH2:13][CH2:12][CH2:11][CH2:10]2)[CH2:23][CH2:22]1.[OH:1][N:2]1[C:6](=[O:7])[CH2:5][CH2:4][C:3]1=[O:8]. The yield is 0.300. (2) The reactants are [NH:1]1[CH2:6][CH2:5][CH:4]([C:7]2[CH:8]=[C:9]([NH:13][C:14](=[O:16])[CH3:15])[CH:10]=[CH:11][CH:12]=2)[CH2:3][CH2:2]1.Br[CH2:18][CH2:19][CH2:20][NH:21][C:22](=[O:28])[O:23][C:24]([CH3:27])([CH3:26])[CH3:25].C([O-])([O-])=O.[K+].[K+].C(N(C(C)C)CC)(C)C. The catalyst is O1CCOCC1. The product is [C:14]([NH:13][C:9]1[CH:8]=[C:7]([CH:4]2[CH2:5][CH2:6][N:1]([CH2:18][CH2:19][CH2:20][NH:21][C:22](=[O:28])[O:23][C:24]([CH3:27])([CH3:26])[CH3:25])[CH2:2][CH2:3]2)[CH:12]=[CH:11][CH:10]=1)(=[O:16])[CH3:15]. The yield is 0.430.